This data is from Full USPTO retrosynthesis dataset with 1.9M reactions from patents (1976-2016). The task is: Predict the reactants needed to synthesize the given product. (1) Given the product [Br:24][C:22]1[N:23]=[C:18]([NH:1][C:2]2[CH:3]=[CH:4][C:5]([CH:8]3[C:9](=[O:16])[NH:10][CH2:11][CH2:12][N:13]3[CH2:14][CH3:15])=[CH:6][CH:7]=2)[C:19](=[O:26])[N:20]([CH2:25][CH3:27])[CH:21]=1, predict the reactants needed to synthesize it. The reactants are: [NH2:1][C:2]1[CH:7]=[CH:6][C:5]([CH:8]2[N:13]([CH2:14][CH3:15])[CH2:12][CH2:11][NH:10][C:9]2=[O:16])=[CH:4][CH:3]=1.Br[C:18]1[C:19](=[O:26])[N:20]([CH3:25])[CH:21]=[C:22]([Br:24])[N:23]=1.[CH3:27]C1(C)[C@]2(CS(O)(=O)=O)C(C[C@H]1CC2)=O. (2) Given the product [NH2:1][C:2]1[N:11]=[C:10]([C:12]([N:14]2[CH2:22][C:21]3[C:16](=[CH:17][CH:18]=[CH:19][CH:20]=3)[CH2:15]2)=[O:13])[C:9]2[C:4](=[CH:5][CH:6]=[C:7]([C:23]3[CH:28]=[C:27]([F:29])[C:26]([F:30])=[CH:25][C:24]=3[CH2:31][Cl:35])[CH:8]=2)[N:3]=1, predict the reactants needed to synthesize it. The reactants are: [NH2:1][C:2]1[N:11]=[C:10]([C:12]([N:14]2[CH2:22][C:21]3[C:16](=[CH:17][CH:18]=[CH:19][CH:20]=3)[CH2:15]2)=[O:13])[C:9]2[C:4](=[CH:5][CH:6]=[C:7]([C:23]3[CH:28]=[C:27]([F:29])[C:26]([F:30])=[CH:25][C:24]=3[CH2:31]O)[CH:8]=2)[N:3]=1.S(Cl)([Cl:35])=O.